Dataset: Full USPTO retrosynthesis dataset with 1.9M reactions from patents (1976-2016). Task: Predict the reactants needed to synthesize the given product. (1) Given the product [Br:23][C:21]1[CH:22]=[C:17]([NH:13][C:11]2[CH:12]=[C:6]3[CH2:5][N:4]([CH2:3][C:2]([F:1])([F:14])[F:15])[CH2:9][CH2:8][N:7]3[N:10]=2)[C:18](=[O:25])[N:19]([CH3:24])[CH:20]=1, predict the reactants needed to synthesize it. The reactants are: [F:1][C:2]([F:15])([F:14])[CH2:3][N:4]1[CH2:9][CH2:8][N:7]2[N:10]=[C:11]([NH2:13])[CH:12]=[C:6]2[CH2:5]1.Br[C:17]1[C:18](=[O:25])[N:19]([CH3:24])[CH:20]=[C:21]([Br:23])[CH:22]=1.C(=O)([O-])[O-].[Cs+].[Cs+].CC1(C)C2C(=C(P(C3C=CC=CC=3)C3C=CC=CC=3)C=CC=2)OC2C(P(C3C=CC=CC=3)C3C=CC=CC=3)=CC=CC1=2. (2) The reactants are: [CH2:1]([N:8]1[CH2:13][CH:12]2[CH:10]([CH:11]2[N+:14]([O-])=O)[CH2:9]1)[C:2]1[CH:7]=[CH:6][CH:5]=[CH:4][CH:3]=1.NN.O. Given the product [CH2:1]([N:8]1[CH2:13][CH:12]2[CH:10]([CH:11]2[NH2:14])[CH2:9]1)[C:2]1[CH:3]=[CH:4][CH:5]=[CH:6][CH:7]=1, predict the reactants needed to synthesize it. (3) Given the product [O:83]=[S:2]1(=[O:1])[CH2:3][CH2:4][N:5]([CH:8]([C:13]2[CH:18]=[CH:17][CH:16]=[C:15]([C:19]3[CH:20]=[C:21]4[C:27]([C:28]5[CH:33]=[CH:32][CH:31]=[CH:30][C:29]=5[O:34][CH3:35])=[CH:26][NH:25][C:22]4=[N:23][CH:24]=3)[CH:14]=2)[CH2:9][C:10]([N:48]([CH3:49])[CH3:47])=[O:11])[CH2:6][CH2:7]1, predict the reactants needed to synthesize it. The reactants are: [O:1]=[S:2]1(=O)[CH2:7][CH2:6][N:5]([CH:8]([C:13]2[CH:18]=[CH:17][CH:16]=[C:15]([C:19]3[CH:20]=[C:21]4[C:27]([C:28]5[CH:33]=[CH:32][CH:31]=[CH:30][C:29]=5[O:34][CH3:35])=[CH:26][N:25](S(C5C=CC(C)=CC=5)(=O)=O)[C:22]4=[N:23][CH:24]=3)[CH:14]=2)[CH2:9][C:10](O)=[O:11])[CH2:4][CH2:3]1.[CH3:47][NH:48][CH3:49].C(N(C(C)C)CC)(C)C.F[P-](F)(F)(F)(F)F.N1(OC(N(C)C)=[N+](C)C)C2N=CC=CC=2N=N1.[OH-:83].[K+]. (4) Given the product [CH2:1]1[CH2:10][O:9][C:8]2[CH:7]=[CH:6][C:5]([NH:11][C:12]3[N:17]=[C:16]([NH:18][C:19]4[CH:20]=[CH:21][C:22]5[O:26][C:25]([C:27]([NH:35][CH3:34])=[O:29])=[CH:24][C:23]=5[CH:31]=4)[C:15]([F:32])=[CH:14][N:13]=3)=[CH:4][C:3]=2[O:2]1, predict the reactants needed to synthesize it. The reactants are: [CH2:1]1[CH2:10][O:9][C:8]2[CH:7]=[CH:6][C:5]([NH:11][C:12]3[N:17]=[C:16]([NH:18][C:19]4[CH:20]=[CH:21][C:22]5[O:26][C:25]([C:27]([O:29]C)=O)=[CH:24][C:23]=5[CH:31]=4)[C:15]([F:32])=[CH:14][N:13]=3)=[CH:4][C:3]=2[O:2]1.Cl.[CH3:34][NH2:35]. (5) Given the product [ClH:36].[F:1][C:2]1[CH:7]=[CH:6][CH:5]=[C:4]([C:8]([F:11])([F:10])[F:9])[C:3]=1[CH:12]1[CH2:17][CH2:16][N:15]([C:18]([C:20]2[C:28]3[CH2:27][CH2:26][NH:25][CH2:24][C:23]=3[NH:22][N:21]=2)=[O:19])[CH2:14][CH2:13]1, predict the reactants needed to synthesize it. The reactants are: [F:1][C:2]1[CH:7]=[CH:6][CH:5]=[C:4]([C:8]([F:11])([F:10])[F:9])[C:3]=1[CH:12]1[CH2:17][CH2:16][N:15]([C:18]([C:20]2[C:28]3[CH2:27][CH2:26][N:25](C(OC(C)(C)C)=O)[CH2:24][C:23]=3[NH:22][N:21]=2)=[O:19])[CH2:14][CH2:13]1.[ClH:36]. (6) Given the product [CH2:34]([N:22]1[CH:23]=[C:24]([C:26]2[CH:31]=[CH:30][C:29]([Cl:32])=[CH:28][C:27]=2[Cl:33])[N:25]=[C:21]1[C@@H:20]([NH:38][C:48](=[O:49])[CH2:47][CH2:46][CH:40]1[CH2:45][CH2:44][CH2:43][CH2:42][CH2:41]1)[CH2:19][C:16]1[CH:15]=[CH:14][C:13]([O:12][CH2:11][C:8]2[CH:7]=[CH:6][C:5]([C:4]([OH:3])=[O:39])=[CH:10][CH:9]=2)=[CH:18][CH:17]=1)[CH2:35][CH2:36][CH3:37], predict the reactants needed to synthesize it. The reactants are: Cl.C[O:3][C:4](=[O:39])[C:5]1[CH:10]=[CH:9][C:8]([CH2:11][O:12][C:13]2[CH:18]=[CH:17][C:16]([CH2:19][C@H:20]([NH2:38])[C:21]3[N:22]([CH2:34][CH2:35][CH2:36][CH3:37])[CH:23]=[C:24]([C:26]4[CH:31]=[CH:30][C:29]([Cl:32])=[CH:28][C:27]=4[Cl:33])[N:25]=3)=[CH:15][CH:14]=2)=[CH:7][CH:6]=1.[CH:40]1([CH2:46][CH2:47][C:48](O)=[O:49])[CH2:45][CH2:44][CH2:43][CH2:42][CH2:41]1. (7) Given the product [OH:11][C:10]1[C:5]2[C:6](=[CH:14][CH:15]=[C:3]([O:2][CH3:1])[CH:4]=2)[N:7]([CH3:13])[C:8](=[O:12])[C:22]=1[C:23]#[N:24], predict the reactants needed to synthesize it. The reactants are: [CH3:1][O:2][C:3]1[CH:15]=[CH:14][C:6]2[N:7]([CH3:13])[C:8](=[O:12])O[C:10](=[O:11])[C:5]=2[CH:4]=1.[H-].[Na+].C(OC(=O)[CH2:22][C:23]#[N:24])C.